From a dataset of Catalyst prediction with 721,799 reactions and 888 catalyst types from USPTO. Predict which catalyst facilitates the given reaction. (1) Product: [CH3:19][O:18][C:3]1([O:2][CH3:1])[CH2:4][CH2:5][CH:6]([CH:9]2[NH:13][C:14](=[O:17])[CH:15]=[CH:16][CH2:10]2)[CH2:7][CH2:8]1. The catalyst class is: 26. Reactant: [CH3:1][O:2][C:3]1([O:18][CH3:19])[CH2:8][CH2:7][CH:6]([CH:9]([NH:13][C:14](=[O:17])[CH:15]=[CH2:16])[CH2:10]C=C)[CH2:5][CH2:4]1.N1CCC1. (2) Reactant: [CH:1]1([CH2:6][C:7](Cl)=[O:8])[CH2:5][CH2:4][CH2:3][CH2:2]1.[C@H:10]1([NH:19][C:20]2[CH:29]=[CH:28][C:27]3[C:22](=[CH:23][CH:24]=[C:25]([NH2:30])[CH:26]=3)[N:21]=2)[C:18]2[C:13](=[CH:14][CH:15]=[CH:16][CH:17]=2)[CH2:12][CH2:11]1. Product: [CH:1]1([CH2:6][C:7]([NH:30][C:25]2[CH:26]=[C:27]3[C:22](=[CH:23][CH:24]=2)[N:21]=[C:20]([NH:19][C@H:10]2[C:18]4[C:13](=[CH:14][CH:15]=[CH:16][CH:17]=4)[CH2:12][CH2:11]2)[CH:29]=[CH:28]3)=[O:8])[CH2:5][CH2:4][CH2:3][CH2:2]1. The catalyst class is: 66.